This data is from Full USPTO retrosynthesis dataset with 1.9M reactions from patents (1976-2016). The task is: Predict the reactants needed to synthesize the given product. (1) Given the product [NH2:8][CH:9]1[CH2:13][CH2:12][N:11]([C:14]([O:16][CH2:17][C:18]2[CH:23]=[C:22]([Cl:24])[CH:21]=[C:20]([Cl:25])[CH:19]=2)=[O:15])[CH2:10]1, predict the reactants needed to synthesize it. The reactants are: C(OC([NH:8][CH:9]1[CH2:13][CH2:12][N:11]([C:14]([O:16][CH2:17][C:18]2[CH:23]=[C:22]([Cl:24])[CH:21]=[C:20]([Cl:25])[CH:19]=2)=[O:15])[CH2:10]1)=O)(C)(C)C.FC(F)(F)C(O)=O. (2) Given the product [CH:24]([NH:28][C:2]1[CH:3]=[CH:4][C:5]2[N:6]([C:8]([CH2:11][C:12]3[CH:13]=[C:14]4[C:19](=[CH:20][CH:21]=3)[N:18]=[CH:17][CH:16]=[CH:15]4)=[CH:9][N:10]=2)[N:7]=1)([CH2:26][CH3:27])[CH3:25], predict the reactants needed to synthesize it. The reactants are: Cl[C:2]1[CH:3]=[CH:4][C:5]2[N:6]([C:8]([CH2:11][C:12]3[CH:13]=[C:14]4[C:19](=[CH:20][CH:21]=3)[N:18]=[CH:17][CH:16]=[CH:15]4)=[CH:9][N:10]=2)[N:7]=1.[F-].[K+].[CH:24]([NH2:28])([CH2:26][CH3:27])[CH3:25].